The task is: Predict the reactants needed to synthesize the given product.. This data is from Full USPTO retrosynthesis dataset with 1.9M reactions from patents (1976-2016). (1) Given the product [NH2:1][C:2]1[C:7]([F:8])=[C:6]([C:9]2[CH:14]=[C:13]([F:15])[C:12]([Br:16])=[CH:11][C:10]=2[F:17])[N:5]=[C:4]([C:18]([OH:20])=[O:19])[C:3]=1[Cl:22], predict the reactants needed to synthesize it. The reactants are: [NH2:1][C:2]1[C:7]([F:8])=[C:6]([C:9]2[CH:14]=[C:13]([F:15])[C:12]([Br:16])=[CH:11][C:10]=2[F:17])[N:5]=[C:4]([C:18]([O:20]C)=[O:19])[C:3]=1[Cl:22].CO.[OH-].[Na+]. (2) Given the product [CH3:10][C:11]1([CH3:29])[O:15][N:14]=[C:13]([S:16][CH2:17][C:18]2[C:19]([O:28][CH2:7][CH3:8])=[N:20][N:21]([CH3:27])[C:22]=2[C:23]([F:26])([F:25])[F:24])[CH2:12]1, predict the reactants needed to synthesize it. The reactants are: C(=O)([O-])[O-].[K+].[K+].[CH2:7](I)[CH3:8].[CH3:10][C:11]1([CH3:29])[O:15][N:14]=[C:13]([S:16][CH2:17][C:18]2[C:19]([OH:28])=[N:20][N:21]([CH3:27])[C:22]=2[C:23]([F:26])([F:25])[F:24])[CH2:12]1.O. (3) Given the product [NH2:1][C:4]1[CH:5]=[C:6]([C:14]([O:16][CH3:17])=[O:15])[C:7]2[C:12]([CH:13]=1)=[CH:11][CH:10]=[CH:9][CH:8]=2, predict the reactants needed to synthesize it. The reactants are: [N+:1]([C:4]1[CH:5]=[C:6]([C:14]([O:16][CH3:17])=[O:15])[C:7]2[C:12]([CH:13]=1)=[CH:11][CH:10]=[CH:9][CH:8]=2)([O-])=O. (4) Given the product [Br-:14].[NH2:1][C:4]1[CH:12]=[C:11]2[C:7](=[CH:6][CH:5]=1)[CH:8]([P+:21]([C:22]1[CH:23]=[CH:24][CH:25]=[CH:26][CH:27]=1)([C:28]1[CH:33]=[CH:32][CH:31]=[CH:30][CH:29]=1)[C:15]1[CH:16]=[CH:17][CH:18]=[CH:19][CH:20]=1)[O:9][C:10]2=[O:13], predict the reactants needed to synthesize it. The reactants are: [N+:1]([C:4]1[CH:12]=[C:11]2[C:7]([CH:8]([Br:14])[O:9][C:10]2=[O:13])=[CH:6][CH:5]=1)([O-])=O.[C:15]1([P:21]([C:28]2[CH:33]=[CH:32][CH:31]=[CH:30][CH:29]=2)[C:22]2[CH:27]=[CH:26][CH:25]=[CH:24][CH:23]=2)[CH:20]=[CH:19][CH:18]=[CH:17][CH:16]=1. (5) Given the product [Br:26][C:5]1[C:4](=[O:12])[N:3]([CH3:13])[C:2]([Cl:1])=[C:7]([C:8]([O:10][CH3:11])=[O:9])[CH:6]=1, predict the reactants needed to synthesize it. The reactants are: [Cl:1][C:2]1[N:3]([CH3:13])[C:4](=[O:12])[CH:5]=[CH:6][C:7]=1[C:8]([O:10][CH3:11])=[O:9].CN(C=O)C.C1C(=O)N([Br:26])C(=O)C1. (6) Given the product [CH:15]1([C:7]2[CH:6]=[C:10]3[CH:11]=[CH:12][CH:13]=[CH:14][N:9]3[N:8]=2)[CH2:17][CH2:16]1, predict the reactants needed to synthesize it. The reactants are: C1(C([C:6]2[C:7]([CH:15]3[CH2:17][CH2:16]3)=[N:8][N:9]3[CH:14]=[CH:13][CH:12]=[CH:11][C:10]=23)=O)CC1.C(O)CO. (7) The reactants are: [CH2:1]([O:8][C:9]1[C:14]([CH3:15])=[CH:13][C:12]([C:16]2[CH:21]=[CH:20][C:19]([C:22]([OH:24])=[O:23])=[C:18]([CH:25]([CH3:27])[CH3:26])[CH:17]=2)=[CH:11][C:10]=1[CH3:28])[C:2]1[CH:7]=[CH:6][CH:5]=[CH:4][CH:3]=1.[C:29](=O)([O-])[O-].[K+].[K+].O. Given the product [CH2:1]([O:8][C:9]1[C:14]([CH3:15])=[CH:13][C:12]([C:16]2[CH:21]=[CH:20][C:19]([C:22]([O:24][CH3:29])=[O:23])=[C:18]([CH:25]([CH3:26])[CH3:27])[CH:17]=2)=[CH:11][C:10]=1[CH3:28])[C:2]1[CH:3]=[CH:4][CH:5]=[CH:6][CH:7]=1, predict the reactants needed to synthesize it.